From a dataset of Forward reaction prediction with 1.9M reactions from USPTO patents (1976-2016). Predict the product of the given reaction. (1) Given the reactants [C:1]([O:5][C:6]([NH:8][C@@:9]1([CH2:23][F:24])[CH:13]([CH3:14])[CH2:12][N:11]([C@@H](C2C=CC=CC=2)C)[CH2:10]1)=[O:7])([CH3:4])([CH3:3])[CH3:2], predict the reaction product. The product is: [C:1]([O:5][C:6]([NH:8][C@@:9]1([CH2:23][F:24])[CH:13]([CH3:14])[CH2:12][NH:11][CH2:10]1)=[O:7])([CH3:3])([CH3:4])[CH3:2]. (2) Given the reactants [Cl:1][C:2]1[C:7]([N+:8]([O-])=O)=[CH:6][C:5]([NH:11][C:12](=[O:15])[O:13][CH3:14])=[CH:4][C:3]=1[C:16]1[CH2:17][CH2:18][N:19]([CH3:22])[CH2:20][CH:21]=1, predict the reaction product. The product is: [NH2:8][C:7]1[CH:6]=[C:5]([NH:11][C:12](=[O:15])[O:13][CH3:14])[CH:4]=[C:3]([CH:16]2[CH2:17][CH2:18][N:19]([CH3:22])[CH2:20][CH2:21]2)[C:2]=1[Cl:1]. (3) The product is: [NH2:16][C:4]1[N:3]=[C:2]([NH:17][CH2:18][CH2:19][C:20]2[CH:21]=[C:22]([OH:26])[CH:23]=[CH:24][CH:25]=2)[CH:7]=[C:6]([C:8]2[CH:13]=[CH:12][CH:11]=[C:10]([CH3:14])[C:9]=2[CH3:15])[N:5]=1. Given the reactants Cl[C:2]1[CH:7]=[C:6]([C:8]2[CH:13]=[CH:12][CH:11]=[C:10]([CH3:14])[C:9]=2[CH3:15])[N:5]=[C:4]([NH2:16])[N:3]=1.[NH2:17][CH2:18][CH2:19][C:20]1[CH:21]=[C:22]([OH:26])[CH:23]=[CH:24][CH:25]=1.CCN(C(C)C)C(C)C, predict the reaction product. (4) Given the reactants [OH:1][C@@:2]1([CH2:9][NH:10][C:11]([C:13]2[C:14]3[CH:15]=[CH:16][C:17](Cl)=[N:18][C:19]=3[CH:20]=[CH:21][C:22]=2[Cl:23])=[O:12])[CH2:7][CH2:6][CH2:5][C@H:4]([CH3:8])[CH2:3]1.CCN(C(C)C)C(C)C.[F:34][C@@H:35]1[CH2:39][CH2:38][NH:37][CH2:36]1, predict the reaction product. The product is: [OH:1][C@@:2]1([CH2:9][NH:10][C:11]([C:13]2[C:14]3[CH:15]=[CH:16][C:17]([N:37]4[CH2:38][CH2:39][C@@H:35]([F:34])[CH2:36]4)=[N:18][C:19]=3[CH:20]=[CH:21][C:22]=2[Cl:23])=[O:12])[CH2:7][CH2:6][CH2:5][C@H:4]([CH3:8])[CH2:3]1. (5) Given the reactants Br[C:2]1[O:3][C:4]2[CH:10]=[CH:9][C:8]([CH2:11][C:12]([O:14][CH3:15])=[O:13])=[CH:7][C:5]=2[CH:6]=1.C([O-])([O-])=O.[Na+].[Na+].[N:22]1[CH:27]=[CH:26][CH:25]=[C:24](B(O)O)[CH:23]=1, predict the reaction product. The product is: [N:22]1[CH:27]=[CH:26][CH:25]=[C:24]([C:2]2[O:3][C:4]3[CH:10]=[CH:9][C:8]([CH2:11][C:12]([O:14][CH3:15])=[O:13])=[CH:7][C:5]=3[CH:6]=2)[CH:23]=1. (6) Given the reactants [CH3:1][O:2][C:3]1[CH:4]=[C:5]([OH:10])[CH:6]=[C:7]([OH:9])[CH:8]=1.Br[CH2:12][C:13]([O:15][CH2:16][CH3:17])=[O:14].[H-].[Na+], predict the reaction product. The product is: [CH3:1][O:2][C:3]1[CH:8]=[C:7]([O:9][CH2:12][C:13]([O:15][CH2:16][CH3:17])=[O:14])[CH:6]=[C:5]([O:10][CH2:12][C:13]([O:15][CH2:16][CH3:17])=[O:14])[CH:4]=1.